Dataset: Retrosynthesis with 50K atom-mapped reactions and 10 reaction types from USPTO. Task: Predict the reactants needed to synthesize the given product. (1) Given the product CCCC1CCc2cc(C(=O)O)[nH]c21, predict the reactants needed to synthesize it. The reactants are: CCCC1CCc2cc(C(=O)OC)[nH]c21. (2) Given the product CC(C)(C)Sc1ccccc1CN, predict the reactants needed to synthesize it. The reactants are: CC(C)(C)Sc1ccccc1C#N. (3) Given the product COc1cc(Oc2nc(-c3cccc(N)c3)nn3c(C)nc(C)c23)cc(OC)c1OC, predict the reactants needed to synthesize it. The reactants are: COc1cc(Oc2nc(-c3cccc([N+](=O)[O-])c3)nn3c(C)nc(C)c23)cc(OC)c1OC.